From a dataset of Forward reaction prediction with 1.9M reactions from USPTO patents (1976-2016). Predict the product of the given reaction. (1) Given the reactants [CH3:1][O:2][C:3]1[CH:8]=[C:7]([N+:9]([O-])=O)[CH:6]=[CH:5][C:4]=1[CH2:12][C:13]([O:15][CH3:16])=[O:14], predict the reaction product. The product is: [NH2:9][C:7]1[CH:6]=[CH:5][C:4]([CH2:12][C:13]([O:15][CH3:16])=[O:14])=[C:3]([O:2][CH3:1])[CH:8]=1. (2) The product is: [C:1]([O:5][C:6]([N:8]1[CH2:13][CH2:12][N:11]2[C:14]([C:17](=[O:22])[NH:27][CH:24]3[CH2:26][CH2:25]3)=[CH:15][CH:16]=[C:10]2[CH:9]1[CH3:23])=[O:7])([CH3:4])([CH3:3])[CH3:2]. Given the reactants [C:1]([O:5][C:6]([N:8]1[CH2:13][CH2:12][N:11]2[C:14]([C:17](=[O:22])C(Cl)(Cl)Cl)=[CH:15][CH:16]=[C:10]2[CH:9]1[CH3:23])=[O:7])([CH3:4])([CH3:3])[CH3:2].[CH:24]1([NH2:27])[CH2:26][CH2:25]1, predict the reaction product. (3) Given the reactants CN1CCOCC1.[CH2:8]([NH:11][C@H:12]([CH2:16][OH:17])[CH2:13][CH2:14][CH3:15])[CH2:9][CH3:10].[S:18](Cl)(Cl)=[O:19].O, predict the reaction product. The product is: [CH2:8]([N:11]1[CH:12]([CH2:13][CH2:14][CH3:15])[CH2:16][O:17][S@@:18]1=[O:19])[CH2:9][CH3:10]. (4) Given the reactants [CH:1]([O:4][C:5]1[C:10]([CH3:11])=[CH:9][CH:8]=[CH:7][C:6]=1[CH2:12][C@@H:13]([C:15]1[CH:20]=[CH:19][N:18]=[CH:17][CH:16]=1)[OH:14])([CH3:3])[CH3:2], predict the reaction product. The product is: [CH:1]([O:4][C:5]1[C:10]([CH3:11])=[CH:9][CH:8]=[CH:7][C:6]=1[CH2:12][C@@H:13]([CH:15]1[CH2:16][CH2:17][NH:18][CH2:19][CH2:20]1)[OH:14])([CH3:3])[CH3:2]. (5) Given the reactants P(Cl)(Cl)([Cl:3])=O.O[C:7]1[N:12]=[CH:11][N:10]=[C:9]2[N:13]([C:16]3[CH:17]=[C:18]([CH:21]=[CH:22][C:23]=3[CH3:24])[C:19]#[N:20])[N:14]=[CH:15][C:8]=12, predict the reaction product. The product is: [Cl:3][C:7]1[N:12]=[CH:11][N:10]=[C:9]2[N:13]([C:16]3[CH:17]=[C:18]([CH:21]=[CH:22][C:23]=3[CH3:24])[C:19]#[N:20])[N:14]=[CH:15][C:8]=12. (6) Given the reactants CC1N=C(N2CCN(C3C=CC=CC=3)C2=O)SC=1C(OCC)=O.[CH2:24]([N:31]1[CH2:35][CH2:34][N:33]([C:36]2[S:37][C:38]([C:42]([O:44]CC)=[O:43])=[C:39]([CH3:41])[N:40]=2)[C:32]1=[O:47])[C:25]1[CH:30]=[CH:29][CH:28]=[CH:27][CH:26]=1, predict the reaction product. The product is: [CH2:24]([N:31]1[CH2:35][CH2:34][N:33]([C:36]2[S:37][C:38]([C:42]([OH:44])=[O:43])=[C:39]([CH3:41])[N:40]=2)[C:32]1=[O:47])[C:25]1[CH:30]=[CH:29][CH:28]=[CH:27][CH:26]=1.